Dataset: Catalyst prediction with 721,799 reactions and 888 catalyst types from USPTO. Task: Predict which catalyst facilitates the given reaction. (1) Reactant: [CH2:1]([O:8][C:9]([C:11]1[C:19]2[C:14](=[CH:15][CH:16]=[C:17]([CH2:20][CH2:21]OS(C)(=O)=O)[CH:18]=2)[NH:13][C:12]=1[CH3:27])=[O:10])[C:2]1[CH:7]=[CH:6][CH:5]=[CH:4][CH:3]=1.[CH3:28][N:29]1[CH2:34][CH2:33][NH:32][CH2:31][CH2:30]1. Product: [CH2:1]([O:8][C:9]([C:11]1[C:19]2[C:14](=[CH:15][CH:16]=[C:17]([CH2:20][CH2:21][N:32]3[CH2:33][CH2:34][N:29]([CH3:28])[CH2:30][CH2:31]3)[CH:18]=2)[NH:13][C:12]=1[CH3:27])=[O:10])[C:2]1[CH:7]=[CH:6][CH:5]=[CH:4][CH:3]=1. The catalyst class is: 12. (2) Reactant: [Br:1][C:2]1[CH:7]=[CH:6][C:5]([F:8])=[C:4]([F:9])[C:3]=1[F:10].C(NC(C)C)(C)C.[Li].[C:19](=[O:21])=[O:20]. Product: [Br:1][C:2]1[C:3]([F:10])=[C:4]([F:9])[C:5]([F:8])=[C:6]([CH:7]=1)[C:19]([OH:21])=[O:20]. The catalyst class is: 1. (3) Reactant: [CH3:1][C:2]1([CH3:19])[CH:7]=[C:6]([C@@H:8]2[CH2:12][CH:11]=[C:10]([CH3:13])[C:9]2([CH3:15])[CH3:14])[CH2:5][C:4]([CH3:17])([CH3:16])[C:3]1=[O:18].[C:20]1(C)C=CC=CC=1. Product: [CH3:19][C:2]1([CH3:1])[CH:7]=[C:6]([C@@H:8]2[CH2:12][CH2:11][CH:10]([CH3:13])[C:9]2([CH3:15])[CH3:14])[CH2:5][C:4]([CH3:17])([CH3:16])[C:3]1=[O:18].[CH3:17][C:4]1([CH3:16])[CH2:5][CH:6]([C:8]2[CH2:12][CH2:11][C:10]([CH3:13])([CH3:20])[C:9]=2[CH3:14])[CH2:7][C:2]([CH3:19])([CH3:1])[C:3]1=[O:18]. The catalyst class is: 45. (4) Reactant: [NH:1]1[C:9]2[C:4](=[CH:5][C:6]([C:10]3[N:15]=[C:14]([CH2:16][OH:17])[CH:13]=[C:12]([N:18]4[CH2:23][CH2:22][O:21][CH2:20][CH2:19]4)[N:11]=3)=[CH:7][CH:8]=2)[CH:3]=[CH:2]1.C(N(CC)CC)C.[CH3:31][S:32](Cl)(=[O:34])=[O:33].O. Product: [CH3:31][S:32]([O:17][CH2:16][C:14]1[CH:13]=[C:12]([N:18]2[CH2:23][CH2:22][O:21][CH2:20][CH2:19]2)[N:11]=[C:10]([C:6]2[CH:5]=[C:4]3[C:9](=[CH:8][CH:7]=2)[NH:1][CH:2]=[CH:3]3)[N:15]=1)(=[O:34])=[O:33]. The catalyst class is: 2. (5) Reactant: [CH2:1]([S:3][C:4]1[CH:5]=[CH:6][C:7]([C:10]([OH:12])=O)=[N:8][CH:9]=1)[CH3:2].C1N=CN(C(N2C=NC=C2)=[O:19])C=1.CS(O)(=O)=O.[NH2:30][CH2:31][C:32]1[CH:33]=[C:34]2[C:38](=[CH:39][CH:40]=1)[C:37](=[O:41])[N:36]([CH:42]1[CH2:47][CH2:46][C:45](=[O:48])[NH:44][C:43]1=[O:49])[CH2:35]2.CCOC(C)=O. Product: [O:49]=[C:43]1[CH:42]([N:36]2[C:35](=[O:19])[C:34]3[C:38](=[CH:39][CH:40]=[C:32]([CH2:31][NH:30][C:10]([C:7]4[CH:6]=[CH:5][C:4]([S:3][CH2:1][CH3:2])=[CH:9][N:8]=4)=[O:12])[CH:33]=3)[C:37]2=[O:41])[CH2:47][CH2:46][C:45](=[O:48])[NH:44]1. The catalyst class is: 9.